Predict which catalyst facilitates the given reaction. From a dataset of Catalyst prediction with 721,799 reactions and 888 catalyst types from USPTO. (1) Reactant: [Cl:1][C:2]1[CH:10]=[C:6]([C:7](O)=[O:8])[C:5]([N:11]([CH3:22])[S:12]([C:15]2[CH:20]=[CH:19][C:18]([CH3:21])=[CH:17][CH:16]=2)(=[O:14])=[O:13])=[CH:4][CH:3]=1.[N:23]1C=CC=CC=1.ClC(OC(C)C)=O.N. Product: [Cl:1][C:2]1[CH:3]=[CH:4][C:5]([N:11]([CH3:22])[S:12]([C:15]2[CH:20]=[CH:19][C:18]([CH3:21])=[CH:17][CH:16]=2)(=[O:14])=[O:13])=[C:6]([C:7](=[O:8])[NH2:23])[CH:10]=1. The catalyst class is: 753. (2) Reactant: [CH2:1]1[CH:5]2[CH2:6][CH2:7][CH2:8][CH:4]2[CH2:3][NH:2]1.OP(O)(O)=O.[ClH:14]. Product: [ClH:14].[CH2:3]1[C@@H:4]2[CH2:8][CH2:7][CH2:6][C@@H:5]2[CH:1]=[N:2]1. The catalyst class is: 6. (3) Reactant: [Br:1][C:2]1[CH:7]=[CH:6][C:5]([OH:8])=[CH:4][CH:3]=1.Cl[CH2:10][CH2:11][N:12]([CH2:15][CH3:16])[CH2:13][CH3:14].Cl.C([O-])([O-])=O.[K+].[K+]. Product: [Br:1][C:2]1[CH:7]=[CH:6][C:5]([O:8][CH2:10][CH2:11][N:12]([CH2:15][CH3:16])[CH2:13][CH3:14])=[CH:4][CH:3]=1. The catalyst class is: 3. (4) Reactant: [NH2:1][C:2]1[CH:10]=[CH:9][CH:8]=[C:7]2[C:3]=1[CH2:4][N:5]([CH:12]1[CH2:17][CH:16]([OH:18])[C:15](=[O:19])[NH:14][C:13]1=[O:20])[C:6]2=[O:11].[O:21]1[CH:25]=[CH:24][CH:23]=[C:22]1[CH:26]=O.[BH4-].[Na+]. Product: [O:21]1[CH:25]=[CH:24][CH:23]=[C:22]1[CH2:26][NH:1][C:2]1[CH:10]=[CH:9][CH:8]=[C:7]2[C:3]=1[CH2:4][N:5]([CH:12]1[CH2:17][CH:16]([OH:18])[C:15](=[O:19])[NH:14][C:13]1=[O:20])[C:6]2=[O:11]. The catalyst class is: 15.